From a dataset of Full USPTO retrosynthesis dataset with 1.9M reactions from patents (1976-2016). Predict the reactants needed to synthesize the given product. (1) Given the product [CH2:17]([O:16][C:13]1[CH:14]=[CH:15][C:10]([CH2:9][NH:8][C:6](=[O:7])[C:5]2[CH:24]=[CH:25][C:2]([NH:1][CH2:33][O:32][CH2:29][CH3:30])=[N:3][CH:4]=2)=[CH:11][CH:12]=1)[C:18]1[CH:19]=[CH:20][CH:21]=[CH:22][CH:23]=1, predict the reactants needed to synthesize it. The reactants are: [NH2:1][C:2]1[CH:25]=[CH:24][C:5]([C:6]([NH:8][CH2:9][C:10]2[CH:15]=[CH:14][C:13]([O:16][CH2:17][C:18]3[CH:23]=[CH:22][CH:21]=[CH:20][CH:19]=3)=[CH:12][CH:11]=2)=[O:7])=[CH:4][N:3]=1.C=O.O.[C:29]([O:32][CH2:33]C)(=O)[CH3:30]. (2) Given the product [CH3:1][C:2]1([CH3:14])[C:11]2[C:6](=[CH:7][CH:8]=[CH:9][CH:10]=2)[CH:5]([CH2:12][NH:13][C:21]2[CH:22]=[N:23][CH:24]=[CH:16][C:17]=2[C:18]([OH:20])=[O:19])[CH2:4][CH2:3]1, predict the reactants needed to synthesize it. The reactants are: [CH3:1][C:2]1([CH3:14])[C:11]2[C:6](=[CH:7][CH:8]=[CH:9][CH:10]=2)[CH:5]([CH2:12][NH2:13])[CH2:4][CH2:3]1.F[C:16]1[CH:24]=[N:23][CH:22]=[CH:21][C:17]=1[C:18]([OH:20])=[O:19]. (3) Given the product [Cl:2][C:3]1[CH:4]=[CH:5][C:6]2[N:12]3[C:13]([CH2:16][CH3:17])=[N:14][N:15]=[C:11]3[CH:10]([CH2:18][C:19]([OH:21])=[O:20])[O:9][CH:8]([C:24]3[CH:29]=[CH:28][CH:27]=[C:26]([O:30][CH3:31])[C:25]=3[O:32][CH3:33])[C:7]=2[CH:34]=1, predict the reactants needed to synthesize it. The reactants are: Cl.[Cl:2][C:3]1[CH:4]=[CH:5][C:6]2[N:12]3[C:13]([CH2:16][CH3:17])=[N:14][N:15]=[C:11]3[CH:10]([CH2:18][C:19]([O:21]CC)=[O:20])[O:9][CH:8]([C:24]3[CH:29]=[CH:28][CH:27]=[C:26]([O:30][CH3:31])[C:25]=3[O:32][CH3:33])[C:7]=2[CH:34]=1. (4) Given the product [Br:1][C:2]1[CH:3]=[CH:4][C:5]([N:12]([C:13]([O:15][CH:16]([CH3:18])[CH3:17])=[O:14])[CH2:20][CH2:21][CH2:22][C:23]([O:25][CH3:26])=[O:24])=[C:6]([CH:11]=1)[C:7]([O:9][CH3:10])=[O:8], predict the reactants needed to synthesize it. The reactants are: [Br:1][C:2]1[CH:3]=[CH:4][C:5]([NH:12][C:13]([O:15][CH:16]([CH3:18])[CH3:17])=[O:14])=[C:6]([CH:11]=1)[C:7]([O:9][CH3:10])=[O:8].Br[CH2:20][CH2:21][CH2:22][C:23]([O:25][CH3:26])=[O:24].C(=O)([O-])[O-].[Cs+].[Cs+].O.